From a dataset of Catalyst prediction with 721,799 reactions and 888 catalyst types from USPTO. Predict which catalyst facilitates the given reaction. (1) Reactant: [NH2:1][CH2:2][C:3]1[C:4]([CH2:27][CH:28]([CH3:30])[CH3:29])=[N:5][C:6]([C:21]2[CH:26]=[CH:25][CH:24]=[CH:23][CH:22]=2)=[C:7]([C:13]=1[C:14]1[CH:19]=[CH:18][C:17]([CH3:20])=[CH:16][CH:15]=1)[C:8]([O:10]CC)=[O:9].Cl.[C:32](O[C:32]([O:34][C:35]([CH3:38])([CH3:37])[CH3:36])=[O:33])([O:34][C:35]([CH3:38])([CH3:37])[CH3:36])=[O:33]. Product: [C:35]([O:34][C:32]([NH:1][CH2:2][C:3]1[C:4]([CH2:27][CH:28]([CH3:30])[CH3:29])=[N:5][C:6]([C:21]2[CH:22]=[CH:23][CH:24]=[CH:25][CH:26]=2)=[C:7]([C:13]=1[C:14]1[CH:19]=[CH:18][C:17]([CH3:20])=[CH:16][CH:15]=1)[C:8]([OH:10])=[O:9])=[O:33])([CH3:38])([CH3:37])[CH3:36]. The catalyst class is: 15. (2) Reactant: CN(C=O)C.[OH:6][C:7]1[CH:8]=[C:9]([CH:12]=[C:13]([O:15][CH3:16])[CH:14]=1)[CH:10]=[O:11].N1C=CN=C1.Cl[Si:23]([CH:30]([CH3:32])[CH3:31])([CH:27]([CH3:29])[CH3:28])[CH:24]([CH3:26])[CH3:25]. Product: [CH3:16][O:15][C:13]1[CH:12]=[C:9]([CH:8]=[C:7]([O:6][Si:23]([CH:30]([CH3:32])[CH3:31])([CH:27]([CH3:29])[CH3:28])[CH:24]([CH3:26])[CH3:25])[CH:14]=1)[CH:10]=[O:11]. The catalyst class is: 84. (3) Reactant: Cl[C:2]1[C:3]2[CH:20]=[CH:19][C:18](=[O:21])[N:17]([C:22]3[C:27]([F:28])=[CH:26][CH:25]=[CH:24][C:23]=3[F:29])[C:4]=2[N:5]=[C:6]([NH:8][CH2:9][CH2:10][CH2:11][N:12]([CH2:15][CH3:16])[CH2:13][CH3:14])[N:7]=1.[CH3:30][C:31]1[C:39](B2OC(C)(C)C(C)(C)O2)=[CH:38][CH:37]=[CH:36][C:32]=1[C:33]([OH:35])=[O:34].C(=O)([O-])[O-].[K+].[K+]. Product: [CH2:13]([N:12]([CH2:15][CH3:16])[CH2:11][CH2:10][CH2:9][NH:8][C:6]1[N:7]=[C:2]([C:39]2[C:31]([CH3:30])=[C:32]([CH:36]=[CH:37][CH:38]=2)[C:33]([OH:35])=[O:34])[C:3]2[CH:20]=[CH:19][C:18](=[O:21])[N:17]([C:22]3[C:27]([F:28])=[CH:26][CH:25]=[CH:24][C:23]=3[F:29])[C:4]=2[N:5]=1)[CH3:14]. The catalyst class is: 70. (4) Reactant: [Cl:1][C:2]1[C:3]([O:12][C:13]2[CH:18]=[C:17]([O:19][CH2:20][CH2:21][O:22][CH3:23])[CH:16]=[CH:15][C:14]=2[CH2:24][CH2:25][CH2:26][NH2:27])=[N:4][CH:5]=[C:6]([C:8]([F:11])([F:10])[F:9])[CH:7]=1.N1C=CC=CC=1.[Cl:34][C:35]1[CH:40]=[C:39]([Cl:41])[CH:38]=[CH:37][C:36]=1[S:42](Cl)(=[O:44])=[O:43].[Cl-].[NH4+]. Product: [Cl:34][C:35]1[CH:40]=[C:39]([Cl:41])[CH:38]=[CH:37][C:36]=1[S:42]([NH:27][CH2:26][CH2:25][CH2:24][C:14]1[CH:15]=[CH:16][C:17]([O:19][CH2:20][CH2:21][O:22][CH3:23])=[CH:18][C:13]=1[O:12][C:3]1[C:2]([Cl:1])=[CH:7][C:6]([C:8]([F:9])([F:11])[F:10])=[CH:5][N:4]=1)(=[O:44])=[O:43]. The catalyst class is: 13. (5) Reactant: [Cl:1][C:2]1[CH:7]=[CH:6][C:5]([C@@H:8]([C:22]2[CH:27]=[CH:26][CH:25]=[CH:24][N:23]=2)[O:9][CH:10]2[CH2:15][CH2:14][N:13]([CH2:16][CH2:17][CH2:18][C:19]([OH:21])=[O:20])[CH2:12][CH2:11]2)=[CH:4][CH:3]=1.[C:28]([OH:36])(=[O:35])[C:29]1[CH:34]=[CH:33][CH:32]=[CH:31][CH:30]=1. Product: [C:28]([OH:36])(=[O:35])[C:29]1[CH:34]=[CH:33][CH:32]=[CH:31][CH:30]=1.[Cl:1][C:2]1[CH:3]=[CH:4][C:5]([C@@H:8]([C:22]2[CH:27]=[CH:26][CH:25]=[CH:24][N:23]=2)[O:9][CH:10]2[CH2:15][CH2:14][N:13]([CH2:16][CH2:17][CH2:18][C:19]([OH:21])=[O:20])[CH2:12][CH2:11]2)=[CH:6][CH:7]=1. The catalyst class is: 21. (6) Reactant: C[O:2][C:3](=[O:24])[C:4]1[CH:9]=[CH:8][C:7]([CH2:10][N:11]2[C:15]3=[N:16][C:17]([CH3:21])=[CH:18][C:19]([CH3:20])=[C:14]3[N:13]=[C:12]2[CH2:22][CH3:23])=[CH:6][CH:5]=1.[Li+].[OH-]. Product: [CH2:22]([C:12]1[N:11]([CH2:10][C:7]2[CH:6]=[CH:5][C:4]([C:3]([OH:24])=[O:2])=[CH:9][CH:8]=2)[C:15]2=[N:16][C:17]([CH3:21])=[CH:18][C:19]([CH3:20])=[C:14]2[N:13]=1)[CH3:23]. The catalyst class is: 20. (7) Reactant: [F:1][C:2]([F:19])([F:18])[C:3]1[C:13]([C:14]([F:17])([F:16])[F:15])=[CH:12][CH:11]=[CH:10][C:4]=1[CH2:5][NH:6][C:7]([NH2:9])=[O:8].C([O:22][CH:23]=[C:24]([C:30](OCC)=O)[C:25]([O:27][CH2:28][CH3:29])=[O:26])C.[O-]CC.[Na+].Cl. Product: [F:1][C:2]([F:18])([F:19])[C:3]1[C:13]([C:14]([F:17])([F:16])[F:15])=[CH:12][CH:11]=[CH:10][C:4]=1[CH2:5][N:6]1[C:23](=[O:22])[C:24]([C:25]([O:27][CH2:28][CH3:29])=[O:26])=[CH:30][NH:9][C:7]1=[O:8]. The catalyst class is: 8.